This data is from Forward reaction prediction with 1.9M reactions from USPTO patents (1976-2016). The task is: Predict the product of the given reaction. Given the reactants [SH:1][CH:2](O)C.[NH2:5][C:6]1[CH:11]=[N:10][C:9](Br)=[CH:8][N:7]=1.CN(C)[CH:15]=[O:16], predict the reaction product. The product is: [NH2:5][C:6]1[N:7]=[CH:8][C:9]([S:1][CH2:2][CH2:15][OH:16])=[N:10][CH:11]=1.